Dataset: Full USPTO retrosynthesis dataset with 1.9M reactions from patents (1976-2016). Task: Predict the reactants needed to synthesize the given product. (1) Given the product [NH2:24][C:22]([NH:1][C:2]1[S:3][C:4]([C:14]2[CH:19]=[CH:18][CH:17]=[CH:16][CH:15]=2)=[C:5]([C:10]([F:11])([F:13])[F:12])[C:6]=1[C:7]([NH2:9])=[O:8])=[O:23], predict the reactants needed to synthesize it. The reactants are: [NH2:1][C:2]1[S:3][C:4]([C:14]2[CH:19]=[CH:18][CH:17]=[CH:16][CH:15]=2)=[C:5]([C:10]([F:13])([F:12])[F:11])[C:6]=1[C:7]([NH2:9])=[O:8].ClC(Cl)(Cl)[C:22]([N:24]=C=O)=[O:23].N. (2) The reactants are: Cl.[F:2][C:3]1[C:8]([NH:9][C:10]2[C:15]([C:16]3[N:24]=[CH:23][N:22]=[C:21]4[C:17]=3[N:18]=[CH:19][N:20]4C3CCCCO3)=[CH:14][CH:13]=[CH:12][N:11]=2)=[C:7]([F:31])[CH:6]=[CH:5][C:4]=1[NH:32][S:33]([C:36]1[O:37][C:38]([CH:41]2[O:45][CH2:44][CH2:43][O:42]2)=[CH:39][CH:40]=1)(=[O:35])=[O:34]. Given the product [N:24]1[C:16]([C:15]2[C:10]([NH:9][C:8]3[C:3]([F:2])=[C:4]([NH:32][S:33]([C:36]4[O:37][C:38]([CH:41]5[O:45][CH2:44][CH2:43][O:42]5)=[CH:39][CH:40]=4)(=[O:34])=[O:35])[CH:5]=[CH:6][C:7]=3[F:31])=[N:11][CH:12]=[CH:13][CH:14]=2)=[C:17]2[C:21]([NH:20][CH:19]=[N:18]2)=[N:22][CH:23]=1, predict the reactants needed to synthesize it. (3) The reactants are: Br[C:2]1[C:3]([F:21])=[C:4]([F:20])[C:5]([NH:12][C:13]2[CH:18]=[CH:17][CH:16]=[CH:15][C:14]=2[F:19])=[C:6]([CH:11]=1)[C:7]([O:9][CH3:10])=[O:8].N(C(C)C)C(C)C.[Si:29]([C:33]#[CH:34])([CH3:32])([CH3:31])[CH3:30]. Given the product [F:19][C:14]1[CH:15]=[CH:16][CH:17]=[CH:18][C:13]=1[NH:12][C:5]1[C:4]([F:20])=[C:3]([F:21])[C:2]([C:34]#[C:33][Si:29]([CH3:32])([CH3:31])[CH3:30])=[CH:11][C:6]=1[C:7]([O:9][CH3:10])=[O:8], predict the reactants needed to synthesize it. (4) Given the product [N:21]1[CH:22]=[CH:23][CH:24]=[N:25][C:20]=1[C:18]1[NH:2][N:1]=[C:3]([CH:5]2[CH2:10][CH2:9][N:8]([C:11]([O:13][C:14]([CH3:17])([CH3:16])[CH3:15])=[O:12])[CH2:7][CH2:6]2)[N:19]=1, predict the reactants needed to synthesize it. The reactants are: [NH:1]([C:3]([CH:5]1[CH2:10][CH2:9][N:8]([C:11]([O:13][C:14]([CH3:17])([CH3:16])[CH3:15])=[O:12])[CH2:7][CH2:6]1)=O)[NH2:2].[C:18]([C:20]1[N:25]=[CH:24][CH:23]=[CH:22][N:21]=1)#[N:19]. (5) Given the product [CH2:15]([O:7][C:3]1[CH:2]=[C:1]([OH:8])[CH:6]=[CH:5][CH:4]=1)[C:16]1[CH:21]=[CH:20][CH:19]=[CH:18][CH:17]=1, predict the reactants needed to synthesize it. The reactants are: [C:1]1([OH:8])[CH:6]=[CH:5][CH:4]=[C:3]([OH:7])[CH:2]=1.C(=O)([O-])[O-].[K+].[K+].[CH2:15](Br)[C:16]1[CH:21]=[CH:20][CH:19]=[CH:18][CH:17]=1. (6) Given the product [CH2:1]([N:3]1[C:7]2[CH:8]=[C:9]([C:12]([F:14])([F:15])[F:13])[CH:10]=[CH:11][C:6]=2[N:5]=[C:4]1[C@H:16]([NH:18][S:19]([C:22]1[CH:23]=[N:24][CH:25]=[N:26][CH:27]=1)(=[O:21])=[O:20])[CH3:17])[CH3:2], predict the reactants needed to synthesize it. The reactants are: [CH2:1]([N:3]1[C:7]2[CH:8]=[C:9]([C:12]([F:15])([F:14])[F:13])[CH:10]=[CH:11][C:6]=2[N:5]=[C:4]1[C@H:16]([NH:18][S:19]([C:22]1[CH:23]=[N:24][C:25](SCC)=[N:26][CH:27]=1)(=[O:21])=[O:20])[CH3:17])[CH3:2].